From a dataset of Peptide-MHC class I binding affinity with 185,985 pairs from IEDB/IMGT. Regression. Given a peptide amino acid sequence and an MHC pseudo amino acid sequence, predict their binding affinity value. This is MHC class I binding data. The peptide sequence is LPAEVRAAF. The MHC is HLA-A30:01 with pseudo-sequence HLA-A30:01. The binding affinity (normalized) is 0.0847.